This data is from Reaction yield outcomes from USPTO patents with 853,638 reactions. The task is: Predict the reaction yield, written as a fraction of the theoretical maximum amount of product (1.0 means a 100% yield; for example, 0.34 means a 34% yield). (1) The reactants are [C:1]([CH2:3][NH:4][C:5]([NH:7][CH2:8][CH3:9])=[O:6])#[N:2].CC(C)([O-])C.[K+].[F:16][C:17]([F:41])([F:40])[C:18]1[CH:35]=[C:34]([C:36]([F:39])([F:38])[F:37])[CH:33]=[CH:32][C:19]=1[CH2:20][O:21][C:22]1[CH:29]=[CH:28][C:25]([CH:26]=O)=[CH:24][C:23]=1[O:30][CH3:31]. The catalyst is C(O)C. The product is [F:16][C:17]([F:40])([F:41])[C:18]1[CH:35]=[C:34]([C:36]([F:39])([F:38])[F:37])[CH:33]=[CH:32][C:19]=1[CH2:20][O:21][C:22]1[CH:29]=[CH:28][C:25](/[CH:26]=[C:3]2\[NH:4][C:5](=[O:6])[N:7]([CH2:8][CH3:9])[C:1]\2=[NH:2])=[CH:24][C:23]=1[O:30][CH3:31]. The yield is 0.700. (2) The reactants are [O:1]1[CH2:5][CH2:4][NH:3][C:2]1=[O:6].[C:7]1(C)[CH:12]=CC=[CH:9][CH:8]=1. The catalyst is [Br-].C([N+](CCCC)(CCCC)CCCC)CCC. The product is [CH2:9]([N:3]1[CH2:4][CH2:5][O:1][C:2]1=[O:6])[CH2:8][C:7]#[CH:12]. The yield is 0.830. (3) The reactants are Br[C:2]1[CH:3]=[C:4]2[C:9](=[CH:10][C:11]=1[F:12])[O:8][CH:7]([C:13]1[CH:18]=[CH:17][CH:16]=[CH:15][CH:14]=1)[CH2:6][C:5]2=[O:19].[F:20][C:21]1[C:26](B(O)O)=[CH:25][CH:24]=[CH:23][N:22]=1.C([O-])([O-])=O.[Na+].[Na+].C1C=CC(P(C2C=CC=CC=2)C2C=CC=CC=2)=CC=1. The catalyst is C1(C)C=CC=CC=1.CCO.Cl[Pd](Cl)([P](C1C=CC=CC=1)(C1C=CC=CC=1)C1C=CC=CC=1)[P](C1C=CC=CC=1)(C1C=CC=CC=1)C1C=CC=CC=1. The product is [F:12][C:11]1[CH:10]=[C:9]2[C:4]([C:5](=[O:19])[CH2:6][CH:7]([C:13]3[CH:18]=[CH:17][CH:16]=[CH:15][CH:14]=3)[O:8]2)=[CH:3][C:2]=1[C:26]1[C:21]([F:20])=[N:22][CH:23]=[CH:24][CH:25]=1. The yield is 0.230. (4) The reactants are C([O-])(=O)C.[Na+].[OH:6][C:7]1[CH:12]=[C:11]([C:13]([F:16])([F:15])[F:14])[N:10]=[CH:9][N:8]=1.[Br:17]Br. The catalyst is C(O)(=O)C. The product is [Br:17][C:12]1[C:7]([OH:6])=[N:8][CH:9]=[N:10][C:11]=1[C:13]([F:16])([F:14])[F:15]. The yield is 0.534. (5) The catalyst is C1(C)C=CC=CC=1. The product is [O:21]=[C:13]1[C:14]2[CH:20]=[CH:19][CH:18]=[CH:17][C:15]=2[S:16][C:11]([C:7]2[CH:6]=[C:5]([CH2:4][CH2:3][C:1]#[N:2])[CH:10]=[CH:9][N:8]=2)=[N:12]1. The reactants are [C:1]([CH2:3][CH2:4][C:5]1[CH:10]=[CH:9][N:8]=[C:7]([C:11]#[N:12])[CH:6]=1)#[N:2].[C:13](OC)(=[O:21])[C:14]1[C:15](=[CH:17][CH:18]=[CH:19][CH:20]=1)[SH:16].C(N(CC)CC)C. The yield is 0.510.